Dataset: Reaction yield outcomes from USPTO patents with 853,638 reactions. Task: Predict the reaction yield, written as a fraction of the theoretical maximum amount of product (1.0 means a 100% yield; for example, 0.34 means a 34% yield). The reactants are [I:1][C:2]1[CH:7]=[CH:6][C:5]([S:8](Cl)(=[O:10])=[O:9])=[CH:4][CH:3]=1.[CH3:12][N:13]1[CH2:18][CH2:17][CH:16]([C:19]2[C:27]3[C:22](=[CH:23][CH:24]=[C:25]([OH:28])[CH:26]=3)[NH:21][CH:20]=2)[CH2:15][CH2:14]1.[OH-].[Na+]. The catalyst is C1COCC1. The product is [CH3:12][N:13]1[CH2:18][CH2:17][CH:16]([C:19]2[C:27]3[C:22](=[CH:23][CH:24]=[C:25]([O:28][S:8]([C:5]4[CH:6]=[CH:7][C:2]([I:1])=[CH:3][CH:4]=4)(=[O:10])=[O:9])[CH:26]=3)[NH:21][CH:20]=2)[CH2:15][CH2:14]1. The yield is 0.850.